From a dataset of Reaction yield outcomes from USPTO patents with 853,638 reactions. Predict the reaction yield, written as a fraction of the theoretical maximum amount of product (1.0 means a 100% yield; for example, 0.34 means a 34% yield). (1) The reactants are Cl.C1(C)C=CC(S(O)(=O)=O)=CC=1.C[O:14][CH:15]=[CH:16][C:17]1[C:18]([C:26]([OH:29])([CH3:28])[CH3:27])=[N:19][N:20]2[CH:25]=[CH:24][CH:23]=[CH:22][C:21]=12. No catalyst specified. The product is [CH3:27][C:26]1([CH3:28])[C:18]2[C:17](=[C:21]3[N:20]([N:19]=2)[CH:25]=[CH:24][CH:23]=[CH:22]3)[CH2:16][CH:15]([OH:14])[O:29]1. The yield is 0.600. (2) The reactants are [C:1]([C:3]1[CH:4]=[C:5]([C:11]2[CH:12]=[C:13]3[C:17](=[C:18]([C:20]([NH2:22])=[O:21])[CH:19]=2)[NH:16][CH:15]=[C:14]3[CH:23]2[CH2:28][CH2:27][N:26]([S:29]([CH2:32][CH3:33])(=[O:31])=[O:30])[CH2:25][CH2:24]2)[CH:6]=[C:7]([CH:9]=O)[CH:8]=1)#[N:2].[F:34][C:35]([F:39])([F:38])[CH2:36][NH2:37].C(O[BH-](OC(=O)C)OC(=O)C)(=[O:42])C.[Na+].[CH3:54][OH:55]. The catalyst is ClCCl.C(O)(=O)C. The product is [F:34][C:35]([F:39])([F:38])[C:54]([OH:42])=[O:55].[C:1]([C:3]1[CH:4]=[C:5]([C:11]2[CH:12]=[C:13]3[C:17](=[C:18]([C:20]([NH2:22])=[O:21])[CH:19]=2)[NH:16][CH:15]=[C:14]3[CH:23]2[CH2:28][CH2:27][N:26]([S:29]([CH2:32][CH3:33])(=[O:30])=[O:31])[CH2:25][CH2:24]2)[CH:6]=[C:7]([CH2:9][NH:37][CH2:36][C:35]([F:39])([F:38])[F:34])[CH:8]=1)#[N:2]. The yield is 0.0600. (3) The reactants are [F:1][C:2]([F:18])([F:17])[C:3]1[CH:16]=[CH:15][C:6]([CH2:7][NH:8][CH2:9][C:10]([O:12][CH2:13][CH3:14])=[O:11])=[CH:5][CH:4]=1.C(Cl)CCl.C1C=[CH:25][C:26]2[N:31](O)[N:30]=[N:29]C=2C=1.C1C[O:36]CC1. No catalyst specified. The product is [N:31]([CH2:26][C:25]([N:8]([CH2:9][C:10]([O:12][CH2:13][CH3:14])=[O:11])[CH2:7][C:6]1[CH:5]=[CH:4][C:3]([C:2]([F:17])([F:18])[F:1])=[CH:16][CH:15]=1)=[O:36])=[N+:30]=[N-:29]. The yield is 0.640. (4) The product is [C:1]([OH:8])(=[O:7])/[CH:2]=[CH:3]\[C:4]([OH:6])=[O:5].[CH3:11][N:10]([CH2:12][C@@H:13]1[CH2:18][CH2:17][CH2:16][CH2:15][C@H:14]1[C:19]1[CH:20]=[C:21]([OH:25])[CH:22]=[CH:23][CH:24]=1)[CH3:9]. The reactants are [C:1]([OH:8])(=[O:7])/[CH:2]=[CH:3]\[C:4]([OH:6])=[O:5].[CH3:9][N:10]([CH2:12][C@@H:13]1[CH2:18][CH2:17][CH2:16][CH2:15][C@H:14]1[C:19]1[CH:20]=[C:21]([OH:25])[CH:22]=[CH:23][CH:24]=1)[CH3:11]. The catalyst is C(OCC)(=O)C. The yield is 0.977. (5) The reactants are Br[C:2]1[CH:3]=[C:4]([C:9]([C:14]2[CH:15]=[N:16][CH:17]=[CH:18][CH:19]=2)([OH:13])[CH:10]([CH3:12])[CH3:11])[CH:5]=[C:6]([Cl:8])[CH:7]=1.[CH:20]([C:22]1[CH:27]=[CH:26][C:25]([N:28]2[CH2:33][CH2:32][N:31]([C:34](=[O:36])[CH3:35])[CH2:30][CH2:29]2)=[CH:24][CH:23]=1)=[CH2:21].C(#N)C.C1C=CC(P(C2C=CC=CC=2)C2C=CC=CC=2)=CC=1. The catalyst is CC([O-])=O.CC([O-])=O.[Pd+2]. The product is [Cl:8][C:6]1[CH:7]=[C:2]([CH:3]=[C:4]([C:9]([OH:13])([C:14]2[CH:15]=[N:16][CH:17]=[CH:18][CH:19]=2)[CH:10]([CH3:12])[CH3:11])[CH:5]=1)/[CH:21]=[CH:20]/[C:22]1[CH:23]=[CH:24][C:25]([N:28]2[CH2:29][CH2:30][N:31]([C:34](=[O:36])[CH3:35])[CH2:32][CH2:33]2)=[CH:26][CH:27]=1. The yield is 0.200. (6) The reactants are Cl[C:2]#[C:3][CH2:4][O:5][C:6]1[CH:11]=[CH:10][CH:9]=[CH:8][C:7]=1[O:12][C:13]([F:16])([F:15])[F:14].[OH2:17]. The catalyst is C(O)CO. The product is [F:14][C:13]([F:16])([F:15])[O:12][C:7]1[CH:8]=[CH:9][CH:10]=[C:11]2[C:6]=1[O:5][CH2:4][CH2:3][C:2]2=[O:17]. The yield is 0.280.